Task: Predict the product of the given reaction.. Dataset: Forward reaction prediction with 1.9M reactions from USPTO patents (1976-2016) Given the reactants [C:1]([O:5][C:6]([N:8]1[CH2:17][CH2:16][C:15]2[C:10](=[CH:11][C:12]([CH2:18]Br)=[CH:13][CH:14]=2)[CH2:9]1)=[O:7])([CH3:4])([CH3:3])[CH3:2].[C-:20]#[N:21].[Na+], predict the reaction product. The product is: [C:1]([O:5][C:6]([N:8]1[CH2:17][CH2:16][C:15]2[C:10](=[CH:11][C:12]([CH2:18][C:20]#[N:21])=[CH:13][CH:14]=2)[CH2:9]1)=[O:7])([CH3:4])([CH3:3])[CH3:2].